This data is from Forward reaction prediction with 1.9M reactions from USPTO patents (1976-2016). The task is: Predict the product of the given reaction. Given the reactants [Br:1][C:2]1[CH:3]=[C:4]([CH2:9][C:10]([CH3:12])=[O:11])[CH:5]=[CH:6][C:7]=1[OH:8].C(=O)([O-])[O-].[K+].[K+].[CH2:19](Br)[C:20]1[CH:25]=[CH:24][CH:23]=[CH:22][CH:21]=1.O, predict the reaction product. The product is: [CH2:19]([O:8][C:7]1[CH:6]=[CH:5][C:4]([CH2:9][C:10]([CH3:12])=[O:11])=[CH:3][C:2]=1[Br:1])[C:20]1[CH:25]=[CH:24][CH:23]=[CH:22][CH:21]=1.